The task is: Predict which catalyst facilitates the given reaction.. This data is from Catalyst prediction with 721,799 reactions and 888 catalyst types from USPTO. (1) Reactant: [Cl:1][C:2]1[C:3](F)=[C:4]2[C:10]([NH:11][C:12]([C:14]3[CH:15]=[N:16][N:17]([CH2:19][C:20]4[CH:25]=[CH:24][CH:23]=[CH:22][CH:21]=4)[CH:18]=3)=[O:13])=[CH:9][NH:8][C:5]2=[N:6][CH:7]=1.C(OC(=O)[NH:33][C@@H:34]1[CH2:39][CH2:38][CH2:37][NH:36][CH2:35]1)(C)(C)C. Product: [NH2:33][C@@H:34]1[CH2:39][CH2:38][CH2:37][N:36]([C:3]2[C:2]([Cl:1])=[CH:7][N:6]=[C:5]3[NH:8][CH:9]=[C:10]([NH:11][C:12]([C:14]4[CH:15]=[N:16][N:17]([CH2:19][C:20]5[CH:25]=[CH:24][CH:23]=[CH:22][CH:21]=5)[CH:18]=4)=[O:13])[C:4]=23)[CH2:35]1. The catalyst class is: 114. (2) Reactant: Br[C:2]1[N:7]=[CH:6][C:5]([NH:8][C:9]([CH:11]2[CH2:16][CH2:15][N:14]([C:17]([O:19][C:20]([CH3:23])([CH3:22])[CH3:21])=[O:18])[CH2:13][CH2:12]2)=[O:10])=[CH:4][CH:3]=1.[CH3:24][S:25]([C:28]1[CH:33]=[CH:32][C:31](B(O)O)=[CH:30][CH:29]=1)(=[O:27])=[O:26].C([O-])([O-])=O.[Na+].[Na+]. Product: [CH3:24][S:25]([C:28]1[CH:33]=[CH:32][C:31]([C:2]2[N:7]=[CH:6][C:5]([NH:8][C:9]([CH:11]3[CH2:16][CH2:15][N:14]([C:17]([O:19][C:20]([CH3:23])([CH3:22])[CH3:21])=[O:18])[CH2:13][CH2:12]3)=[O:10])=[CH:4][CH:3]=2)=[CH:30][CH:29]=1)(=[O:27])=[O:26]. The catalyst class is: 628.